From a dataset of Forward reaction prediction with 1.9M reactions from USPTO patents (1976-2016). Predict the product of the given reaction. (1) Given the reactants Cl.Cl.[F:3][C:4]1[CH:5]=[C:6]([C@@H:11]2[CH2:15][N:14]([CH2:16][CH2:17][O:18][CH3:19])[CH2:13][C@H:12]2[NH2:20])[CH:7]=[CH:8][C:9]=1[F:10].[NH2:21][C:22]1[N:26]([C:27]2[CH:32]=[CH:31][CH:30]=[CH:29][CH:28]=2)[N:25]=[CH:24][C:23]=1[C:33]([NH2:35])=[O:34].CCN(C(C)C)C(C)C.CN([CH:48]=[O:49])C, predict the reaction product. The product is: [F:3][C:4]1[CH:5]=[C:6]([C@@H:11]2[CH2:15][N:14]([CH2:16][CH2:17][O:18][CH3:19])[CH2:13][C@H:12]2[NH:20][C:48](=[O:49])[NH:21][C:22]2[N:26]([C:27]3[CH:32]=[CH:31][CH:30]=[CH:29][CH:28]=3)[N:25]=[CH:24][C:23]=2[C:33]([NH2:35])=[O:34])[CH:7]=[CH:8][C:9]=1[F:10]. (2) Given the reactants [CH3:1][N:2]1[CH:6]=[C:5]([C:7]2[CH:12]=[CH:11][CH:10]=[CH:9][CH:8]=2)[N:4]=[N:3]1.[Li]CCCC.CN([CH:21]=[O:22])C.[Cl-].[NH4+], predict the reaction product. The product is: [CH3:1][N:2]1[C:6]([CH:21]=[O:22])=[C:5]([C:7]2[CH:8]=[CH:9][CH:10]=[CH:11][CH:12]=2)[N:4]=[N:3]1.